This data is from Full USPTO retrosynthesis dataset with 1.9M reactions from patents (1976-2016). The task is: Predict the reactants needed to synthesize the given product. (1) Given the product [Cl:11][C:12]1[CH:17]=[CH:16][C:15]([N:4]2[CH:5]=[C:6]([C:7]([O:9][CH3:10])=[O:8])[C:2]([CH3:1])=[N:3]2)=[CH:14][CH:13]=1, predict the reactants needed to synthesize it. The reactants are: [CH3:1][C:2]1[C:6]([C:7]([O:9][CH3:10])=[O:8])=[CH:5][NH:4][N:3]=1.[Cl:11][C:12]1[CH:17]=[CH:16][C:15](B(O)O)=[CH:14][CH:13]=1. (2) The reactants are: [CH3:1][O:2][C:3]1[CH:25]=[CH:24][C:23]([C:26]2[CH:27]=[N:28][CH:29]=[CH:30][CH:31]=2)=[CH:22][C:4]=1[CH2:5][NH:6][CH:7]1[CH2:12][CH2:11][CH:10]([N:13]([CH3:21])[C:14](=[O:20])[O:15][C:16]([CH3:19])([CH3:18])[CH3:17])[CH2:9][CH2:8]1.[Cl:32][C:33]1[C:34]2[C:44]([F:45])=[CH:43][CH:42]=[C:41]([F:46])[C:35]=2[S:36][C:37]=1[C:38](Cl)=[O:39]. Given the product [Cl:32][C:33]1[C:34]2[C:44]([F:45])=[CH:43][CH:42]=[C:41]([F:46])[C:35]=2[S:36][C:37]=1[C:38]([N:6]([CH2:5][C:4]1[CH:22]=[C:23]([C:26]2[CH:27]=[N:28][CH:29]=[CH:30][CH:31]=2)[CH:24]=[CH:25][C:3]=1[O:2][CH3:1])[CH:7]1[CH2:8][CH2:9][CH:10]([N:13]([CH3:21])[C:14](=[O:20])[O:15][C:16]([CH3:19])([CH3:17])[CH3:18])[CH2:11][CH2:12]1)=[O:39], predict the reactants needed to synthesize it. (3) Given the product [F:1][C:2]1[CH:7]=[CH:6][C:5]([N:8]2[C:12]3([CH2:17][CH2:16][N:15]([CH:18]4[CH2:23][CH2:22][CH2:21][CH2:20][C:19]4([C:30]4[CH:31]=[CH:32][C:27]([F:26])=[CH:28][CH:29]=4)[OH:24])[CH2:14][CH2:13]3)[C:11](=[O:25])[NH:10][CH2:9]2)=[CH:4][CH:3]=1, predict the reactants needed to synthesize it. The reactants are: [F:1][C:2]1[CH:7]=[CH:6][C:5]([N:8]2[C:12]3([CH2:17][CH2:16][N:15]([CH:18]4[CH2:23][CH2:22][CH2:21][CH2:20][C:19]4=[O:24])[CH2:14][CH2:13]3)[C:11](=[O:25])[NH:10][CH2:9]2)=[CH:4][CH:3]=1.[F:26][C:27]1[CH:32]=[CH:31][C:30]([Li])=[CH:29][CH:28]=1. (4) Given the product [OH:2][C:3]1[CH:21]=[CH:20][C:6]([CH2:7][N:8]([CH2:15][C:16]([O:18][CH3:19])=[O:17])[C:9]2[CH:14]=[CH:13][CH:12]=[CH:11][CH:10]=2)=[CH:5][CH:4]=1, predict the reactants needed to synthesize it. The reactants are: C[O:2][C:3]1[CH:21]=[CH:20][C:6]([CH2:7][N:8]([CH2:15][C:16]([O:18][CH3:19])=[O:17])[C:9]2[CH:14]=[CH:13][CH:12]=[CH:11][CH:10]=2)=[CH:5][CH:4]=1.B(Br)(Br)Br. (5) Given the product [CH:25]1([N:18]2[C:19]3[C:24](=[CH:23][CH:22]=[CH:21][CH:20]=3)[N:15]([C:13]([C:12]3[C:7]([O:6][C:5]4[CH:28]=[C:29]([Cl:30])[C:2]([C:34]#[C:33][CH2:32][OH:35])=[CH:3][C:4]=4[Cl:31])=[N:8][CH:9]=[CH:10][CH:11]=3)=[O:14])[CH2:16][CH2:17]2)[CH2:27][CH2:26]1, predict the reactants needed to synthesize it. The reactants are: Br[C:2]1[C:29]([Cl:30])=[CH:28][C:5]([O:6][C:7]2[C:12]([C:13]([N:15]3[C:24]4[C:19](=[CH:20][CH:21]=[CH:22][CH:23]=4)[N:18]([CH:25]4[CH2:27][CH2:26]4)[CH2:17][CH2:16]3)=[O:14])=[CH:11][CH:10]=[CH:9][N:8]=2)=[C:4]([Cl:31])[CH:3]=1.[CH2:32]([OH:35])[C:33]#[CH:34]. (6) Given the product [CH3:2][C:3]1[CH:8]=[CH:7][C:6]([S:9]([F:11])([F:10])([F:13])([F:14])[F:12])=[CH:5][C:4]=1[NH2:15], predict the reactants needed to synthesize it. The reactants are: Cl[CH:2](Cl)[C:3]1[CH:8]=[CH:7][C:6]([S:9]([F:14])([F:13])([F:12])([F:11])[F:10])=[CH:5][C:4]=1[N+:15]([O-])=O.C([O-])(O)=O.[Na+].